This data is from Full USPTO retrosynthesis dataset with 1.9M reactions from patents (1976-2016). The task is: Predict the reactants needed to synthesize the given product. Given the product [NH2:22][C:23]1[CH:24]=[C:25]([NH:29][C:2]2[CH:3]=[C:4]([NH:8][C:9]3[CH:14]=[CH:13][CH:12]=[C:11]([O:15][C:16]4[CH:21]=[CH:20][CH:19]=[CH:18][CH:17]=4)[CH:10]=3)[N:5]=[CH:6][N:7]=2)[CH:26]=[CH:27][CH:28]=1, predict the reactants needed to synthesize it. The reactants are: Cl[C:2]1[N:7]=[CH:6][N:5]=[C:4]([NH:8][C:9]2[CH:14]=[CH:13][CH:12]=[C:11]([O:15][C:16]3[CH:21]=[CH:20][CH:19]=[CH:18][CH:17]=3)[CH:10]=2)[CH:3]=1.[NH2:22][C:23]1[CH:28]=[CH:27][CH:26]=[C:25]([NH2:29])[CH:24]=1.Cl.